This data is from Full USPTO retrosynthesis dataset with 1.9M reactions from patents (1976-2016). The task is: Predict the reactants needed to synthesize the given product. Given the product [CH2:9]=[O:10].[NH2:8][C:9]([NH2:11])=[O:10].[P:1]([O-:5])([O-:4])([O-:3])=[O:2], predict the reactants needed to synthesize it. The reactants are: [P:1](=[O:5])([OH:4])([OH:3])[OH:2].C=O.[NH2:8][C:9]([NH2:11])=[O:10].